Dataset: Catalyst prediction with 721,799 reactions and 888 catalyst types from USPTO. Task: Predict which catalyst facilitates the given reaction. Reactant: C([O:3][C:4]([C:6]1[C:10]([CH3:11])=[CH:9][NH:8][C:7]=1[CH2:12][CH2:13][NH:14][CH2:15][CH2:16][N:17]1[CH2:21][CH2:20][CH2:19][CH2:18]1)=O)C.C[Al](C)C.Cl.[OH-].[Na+]. Product: [CH3:11][C:10]1[C:6]2[C:4](=[O:3])[N:14]([CH2:15][CH2:16][N:17]3[CH2:21][CH2:20][CH2:19][CH2:18]3)[CH2:13][CH2:12][C:7]=2[NH:8][CH:9]=1. The catalyst class is: 93.